This data is from Reaction yield outcomes from USPTO patents with 853,638 reactions. The task is: Predict the reaction yield, written as a fraction of the theoretical maximum amount of product (1.0 means a 100% yield; for example, 0.34 means a 34% yield). (1) The reactants are COC1C=CC([CH2:7][N:8](C)[C:9]2[CH:18]=[C:17]3[C:12]([CH:13]=[C:14]([C:22]4[C:23]([F:39])=[CH:24][C:25]([F:38])=[C:26]([NH:28][C:29]([NH:31][C:32]5[CH:37]=[CH:36][CH:35]=[CH:34][CH:33]=5)=[O:30])[CH:27]=4)[C:15](=[O:21])[N:16]3[CH2:19][CH3:20])=[CH:11][N:10]=2)=CC=1.C([O-])(O)=O.[Na+]. The catalyst is C(O)(C(F)(F)F)=O. The product is [CH2:19]([N:16]1[C:17]2[C:12](=[CH:11][N:10]=[C:9]([NH:8][CH3:7])[CH:18]=2)[CH:13]=[C:14]([C:22]2[C:23]([F:39])=[CH:24][C:25]([F:38])=[C:26]([NH:28][C:29]([NH:31][C:32]3[CH:37]=[CH:36][CH:35]=[CH:34][CH:33]=3)=[O:30])[CH:27]=2)[C:15]1=[O:21])[CH3:20]. The yield is 0.500. (2) The reactants are [Cl:1][C:2]1[C:10]([N+:11]([O-])=O)=[CH:9][CH:8]=[C:7]([Cl:14])[C:3]=1[C:4]([OH:6])=[O:5].[NH4+].[Cl-]. The catalyst is C1COCC1.[Zn]. The product is [NH2:11][C:10]1[C:2]([Cl:1])=[C:3]([C:7]([Cl:14])=[CH:8][CH:9]=1)[C:4]([OH:6])=[O:5]. The yield is 0.755. (3) The reactants are [F:1][C:2]1[CH:7]=[CH:6][C:5]([CH:8]2[C:17]([CH3:19])([CH3:18])[CH2:16][C:15]3[C:10](=[CH:11][CH:12]=[C:13]([C:20]([O:22][CH3:23])=[O:21])[CH:14]=3)[NH:9]2)=[CH:4][C:3]=1[N+:24]([O-])=O.[CH:27]1([C:30](O)=[O:31])[CH2:29][CH2:28]1.C(N(CC)C(C)C)(C)C.P(Cl)(Cl)(Cl)=O. The catalyst is ClCCl. The product is [CH:27]1([C:30]([NH:24][C:3]2[CH:4]=[C:5]([CH:8]3[C:17]([CH3:19])([CH3:18])[CH2:16][C:15]4[C:10](=[CH:11][CH:12]=[C:13]([C:20]([O:22][CH3:23])=[O:21])[CH:14]=4)[NH:9]3)[CH:6]=[CH:7][C:2]=2[F:1])=[O:31])[CH2:29][CH2:28]1. The yield is 0.890. (4) The reactants are [C:1]([O:5][C:6]([N:8]1[CH2:12][CH2:11][CH2:10][C:9]1([CH:16]([OH:36])[C:17]1[CH:18]=[C:19]2[CH:25]=[CH:24][N:23]([Si:26]([CH:33]([CH3:35])[CH3:34])([CH:30]([CH3:32])[CH3:31])[CH:27]([CH3:29])[CH3:28])[C:20]2=[N:21][CH:22]=1)[CH2:13][CH2:14][CH3:15])=[O:7])([CH3:4])([CH3:3])[CH3:2]. The catalyst is C(Cl)Cl. The product is [C:1]([O:5][C:6]([N:8]1[CH2:12][CH2:11][CH2:10][C:9]1([CH2:13][CH2:14][CH3:15])[C:16]([C:17]1[CH:18]=[C:19]2[CH:25]=[CH:24][N:23]([Si:26]([CH:30]([CH3:32])[CH3:31])([CH:33]([CH3:34])[CH3:35])[CH:27]([CH3:28])[CH3:29])[C:20]2=[N:21][CH:22]=1)=[O:36])=[O:7])([CH3:2])([CH3:4])[CH3:3]. The yield is 0.790.